Dataset: Reaction yield outcomes from USPTO patents with 853,638 reactions. Task: Predict the reaction yield, written as a fraction of the theoretical maximum amount of product (1.0 means a 100% yield; for example, 0.34 means a 34% yield). (1) The reactants are [CH3:1][C:2]1[CH:10]=[CH:9][C:5]([C:6]([NH2:8])=[S:7])=[C:4]([N+:11]([O-:13])=[O:12])[CH:3]=1.Br[CH:15]([CH2:18][CH3:19])[CH:16]=O. No catalyst specified. The product is [CH2:18]([C:15]1[S:7][C:6]([C:5]2[CH:9]=[CH:10][C:2]([CH3:1])=[CH:3][C:4]=2[N+:11]([O-:13])=[O:12])=[N:8][CH:16]=1)[CH3:19]. The yield is 0.610. (2) The reactants are [CH3:1][C:2]([CH3:23])([CH3:22])[CH2:3][O:4][C:5]([C:7]1[CH:8]=[C:9](Br)[CH:10]=[C:11]2[C:16]=1[O:15][C:14]([CH3:18])([CH3:17])[CH2:13][C:12]2([CH3:20])[CH3:19])=[O:6].C(N(CC)CC)C.[CH3:31][Si:32]([C:35]#[CH:36])([CH3:34])[CH3:33].C(OCC)(=O)C. The catalyst is CCCCCC.[Cu]I.Cl[Pd](Cl)([P](C1C=CC=CC=1)(C1C=CC=CC=1)C1C=CC=CC=1)[P](C1C=CC=CC=1)(C1C=CC=CC=1)C1C=CC=CC=1. The product is [CH3:1][C:2]([CH3:23])([CH3:22])[CH2:3][O:4][C:5]([C:7]1[CH:8]=[C:9]([C:36]#[C:35][Si:32]([CH3:34])([CH3:33])[CH3:31])[CH:10]=[C:11]2[C:16]=1[O:15][C:14]([CH3:18])([CH3:17])[CH2:13][C:12]2([CH3:20])[CH3:19])=[O:6]. The yield is 0.710. (3) The yield is 0.960. The reactants are [OH-].[Na+].[OH:3][C@H:4]1[C@:9]([OH:16])([C:10]2[CH:15]=[CH:14][CH:13]=[CH:12][CH:11]=2)[CH2:8][CH2:7][N:6]([C:17]([O:19][C:20]([CH3:23])([CH3:22])[CH3:21])=[O:18])[CH2:5]1.[CH3:24]I. The catalyst is O.C1(C)C=CC=CC=1.S([O-])(O)(=O)=O.C([N+](CCCC)(CCCC)CCCC)CCC. The product is [OH:16][C@@:9]1([C:10]2[CH:15]=[CH:14][CH:13]=[CH:12][CH:11]=2)[CH2:8][CH2:7][N:6]([C:17]([O:19][C:20]([CH3:23])([CH3:22])[CH3:21])=[O:18])[CH2:5][C@H:4]1[O:3][CH3:24]. (4) The reactants are [C:1]([C:4]1[C:5]([C:30]2[CH:35]=[CH:34][C:33]([O:36][C:37]3[CH:42]=[CH:41][C:40]([F:43])=[CH:39][CH:38]=3)=[CH:32][CH:31]=2)=[N:6][N:7]2[CH:12]([C:13]3[CH:18]=[CH:17][CH:16]=[CH:15][C:14]=3[NH:19]C(=O)OCC3C=CC=CC=3)[CH2:11][CH2:10][NH:9][C:8]=12)(=[O:3])[NH2:2]. The catalyst is C(Cl)Cl.CO.[Pd]. The product is [NH2:19][C:14]1[CH:15]=[CH:16][CH:17]=[CH:18][C:13]=1[CH:12]1[N:7]2[N:6]=[C:5]([C:30]3[CH:35]=[CH:34][C:33]([O:36][C:37]4[CH:38]=[CH:39][C:40]([F:43])=[CH:41][CH:42]=4)=[CH:32][CH:31]=3)[C:4]([C:1]([NH2:2])=[O:3])=[C:8]2[NH:9][CH2:10][CH2:11]1. The yield is 0.130.